From a dataset of Reaction yield outcomes from USPTO patents with 853,638 reactions. Predict the reaction yield, written as a fraction of the theoretical maximum amount of product (1.0 means a 100% yield; for example, 0.34 means a 34% yield). (1) The reactants are [Br:1][C:2]1[CH:7]=[CH:6][C:5]([NH:8][C:9]2[C:14]([C:15]([NH:17][NH2:18])=[O:16])=[CH:13][N:12]3[CH:19]=[CH:20][N:21]=[C:11]3[C:10]=2[Cl:22])=[C:4]([F:23])[CH:3]=1.[C:24](=S)=[S:25].[OH-].[K+].Cl. The catalyst is C(O)C.O. The product is [Br:1][C:2]1[CH:7]=[CH:6][C:5]([NH:8][C:9]2[C:14]([C:15]3[O:16][C:24]([SH:25])=[N:18][N:17]=3)=[CH:13][N:12]3[CH:19]=[CH:20][N:21]=[C:11]3[C:10]=2[Cl:22])=[C:4]([F:23])[CH:3]=1. The yield is 0.310. (2) The reactants are [OH:1][C:2]1[CH:3]=[C:4]([CH:7]=[CH:8][CH:9]=1)[C:5]#[N:6].[H-].[Na+].Br[CH2:13][CH2:14][CH2:15][C:16]([O:18][CH2:19][CH3:20])=[O:17]. The catalyst is CN(C=O)C. The product is [C:5]([C:4]1[CH:3]=[C:2]([O:1][CH2:13][CH2:14][CH2:15][C:16]([O:18][CH2:19][CH3:20])=[O:17])[CH:9]=[CH:8][CH:7]=1)#[N:6]. The yield is 1.00. (3) The reactants are [F:1][C:2]1[CH:7]=[C:6]([N+:8]([O-:10])=[O:9])[C:5]([F:11])=[CH:4][C:3]=1[OH:12].[Br:13][C:14]1[CH:15]=[N:16][CH:17]=[CH:18][C:19]=1Cl. The catalyst is ClC1C=CC=CC=1. The product is [Br:13][C:14]1[CH:15]=[N:16][CH:17]=[CH:18][C:19]=1[O:12][C:3]1[CH:4]=[C:5]([F:11])[C:6]([N+:8]([O-:10])=[O:9])=[CH:7][C:2]=1[F:1]. The yield is 0.380. (4) The reactants are C(OC(=O)[NH:7][C@H:8]([C:10]1[N:14]([C:15]2[CH:20]=[CH:19][CH:18]=[C:17]([C:21]#[N:22])[CH:16]=2)[C:13]2[CH:23]=[CH:24][CH:25]=[CH:26][C:12]=2[N:11]=1)[CH3:9])(C)(C)C.C(O)(C(F)(F)F)=O. The catalyst is C(Cl)Cl. The product is [NH2:7][C@H:8]([C:10]1[N:14]([C:15]2[CH:16]=[C:17]([CH:18]=[CH:19][CH:20]=2)[C:21]#[N:22])[C:13]2[CH:23]=[CH:24][CH:25]=[CH:26][C:12]=2[N:11]=1)[CH3:9]. The yield is 0.400. (5) The reactants are [CH3:1][NH:2][C@H:3]([CH2:5]/[CH:6]=[CH:7]/[C:8]1[CH:9]=[N:10][CH:11]=[C:12]([O:14][CH:15]([CH3:17])[CH3:16])[CH:13]=1)[CH3:4].[O:18]=[C:19]([OH:31])[C@@H:20]([C@H:22]([C@H:24]([C@@H:26]([C:28]([OH:30])=[O:29])[OH:27])[OH:25])[OH:23])[OH:21].O. The catalyst is C(O)C. The product is [O:18]=[C:19]([OH:31])[C@@H:20]([C@H:22]([C@H:24]([C@@H:26]([C:28]([OH:30])=[O:29])[OH:27])[OH:25])[OH:23])[OH:21].[CH3:1][NH:2][C@H:3]([CH2:5]/[CH:6]=[CH:7]/[C:8]1[CH:9]=[N:10][CH:11]=[C:12]([O:14][CH:15]([CH3:17])[CH3:16])[CH:13]=1)[CH3:4].[CH3:1][NH:2][C@H:3]([CH2:5]/[CH:6]=[CH:7]/[C:8]1[CH:9]=[N:10][CH:11]=[C:12]([O:14][CH:15]([CH3:17])[CH3:16])[CH:13]=1)[CH3:4]. The yield is 0.260.